Dataset: Full USPTO retrosynthesis dataset with 1.9M reactions from patents (1976-2016). Task: Predict the reactants needed to synthesize the given product. (1) Given the product [Br:34][C:35]1[CH:36]=[C:37]([CH2:42][NH:43][C:26]([C:25]2[CH:29]=[CH:30][CH:31]=[C:23]([C:21]([NH:20][CH2:19][C:10]3[C:11]([NH:12][CH:13]4[CH2:14][CH2:15][O:16][CH2:17][CH2:18]4)=[C:6]4[CH:5]=[N:4][N:3]([CH2:1][CH3:2])[C:7]4=[N:8][C:9]=3[CH2:32][CH3:33])=[O:22])[CH:24]=2)=[O:27])[CH:38]=[CH:39][C:40]=1[F:41], predict the reactants needed to synthesize it. The reactants are: [CH2:1]([N:3]1[C:7]2=[N:8][C:9]([CH2:32][CH3:33])=[C:10]([CH2:19][NH:20][C:21]([C:23]3[CH:24]=[C:25]([CH:29]=[CH:30][CH:31]=3)[C:26](O)=[O:27])=[O:22])[C:11]([NH:12][CH:13]3[CH2:18][CH2:17][O:16][CH2:15][CH2:14]3)=[C:6]2[CH:5]=[N:4]1)[CH3:2].[Br:34][C:35]1[CH:36]=[C:37]([CH2:42][NH2:43])[CH:38]=[CH:39][C:40]=1[F:41].CN(C(ON1N=NC2C=CC=CC1=2)=[N+](C)C)C.F[P-](F)(F)(F)(F)F. (2) Given the product [CH2:1]([C:3]1[NH:4][C:5]2[C:10]([C:11]=1[C:12]([O:14][CH3:15])=[O:13])=[CH:9][CH:8]=[CH:7][CH:6]=2)[CH3:2], predict the reactants needed to synthesize it. The reactants are: [CH:1]([C:3]1[NH:4][C:5]2[C:10]([C:11]=1[C:12]([O:14][CH3:15])=[O:13])=[CH:9][CH:8]=[CH:7][CH:6]=2)=[CH2:2]. (3) The reactants are: [I:1][C:2]1[S:10][C:9]2[C:8]([C:11]#[N:12])=[CH:7][NH:6][C:5](=O)[C:4]=2[CH:3]=1.O=P(Cl)(Cl)[Cl:16]. Given the product [Cl:16][C:5]1[C:4]2[CH:3]=[C:2]([I:1])[S:10][C:9]=2[C:8]([C:11]#[N:12])=[CH:7][N:6]=1, predict the reactants needed to synthesize it. (4) Given the product [CH3:1][O:2][C:3](=[O:28])[CH2:4][N:5]([CH:6]1[CH2:7][CH2:8][N:9]([CH2:12][C:13]2[CH:18]=[CH:17][CH:16]=[C:15]([O:19][C:20]3[CH:25]=[CH:24][CH:23]=[CH:22][C:21]=3[O:26][CH3:27])[CH:14]=2)[CH2:10][CH2:11]1)[C:36](=[O:37])[CH:35]([C:29]1[CH:34]=[CH:33][CH:32]=[CH:31][CH:30]=1)[CH2:39][CH3:40], predict the reactants needed to synthesize it. The reactants are: [CH3:1][O:2][C:3](=[O:28])[CH2:4][NH:5][CH:6]1[CH2:11][CH2:10][N:9]([CH2:12][C:13]2[CH:18]=[CH:17][CH:16]=[C:15]([O:19][C:20]3[CH:25]=[CH:24][CH:23]=[CH:22][C:21]=3[O:26][CH3:27])[CH:14]=2)[CH2:8][CH2:7]1.[C:29]1([CH:35]([CH2:39][CH3:40])[C:36](Cl)=[O:37])[CH:34]=[CH:33][CH:32]=[CH:31][CH:30]=1.C(N(CC)CC)C.CCOC(C)=O. (5) The reactants are: FC(F)(F)C(O)=O.[Cl:8][C:9]1[CH:10]=[C:11]([CH:15]2[C:19]([C:22]3[CH:27]=[CH:26][C:25]([Cl:28])=[CH:24][CH:23]=3)([C:20]#[N:21])[CH:18]([CH2:29][C:30]([CH3:33])([CH3:32])[CH3:31])[NH:17][CH:16]2[C:34](O)=[O:35])[CH:12]=[CH:13][CH:14]=1.[C:37]([NH:44][CH2:45][CH2:46][CH2:47][NH2:48])([O:39][C:40]([CH3:43])([CH3:42])[CH3:41])=[O:38].CN(C(ON1N=NC2C=CC=NC1=2)=[N+](C)C)C.F[P-](F)(F)(F)(F)F.CCN(C(C)C)C(C)C. Given the product [C:40]([O:39][C:37](=[O:38])[NH:44][CH2:45][CH2:46][CH2:47][NH:48][C:34]([C@H:16]1[C@H:15]([C:11]2[CH:12]=[CH:13][CH:14]=[C:9]([Cl:8])[CH:10]=2)[C@:19]([C:22]2[CH:27]=[CH:26][C:25]([Cl:28])=[CH:24][CH:23]=2)([C:20]#[N:21])[C@H:18]([CH2:29][C:30]([CH3:31])([CH3:33])[CH3:32])[NH:17]1)=[O:35])([CH3:43])([CH3:41])[CH3:42], predict the reactants needed to synthesize it. (6) Given the product [CH3:1][O:2][C:3]1[CH:12]=[C:11]2[C:6]([C@H:7]([CH2:33][CH:32]=[CH2:31])[C@@:8]([C:14]3[CH:19]=[CH:18][C:17]([O:20][CH3:21])=[CH:16][CH:15]=3)([CH3:13])[CH2:9][S:10]2)=[CH:5][CH:4]=1, predict the reactants needed to synthesize it. The reactants are: [CH3:1][O:2][C:3]1[CH:12]=[C:11]2[C:6]([C:7](=O)[C@@:8]([C:14]3[CH:19]=[CH:18][C:17]([O:20][CH3:21])=[CH:16][CH:15]=3)([CH3:13])[CH2:9][S:10]2)=[CH:5][CH:4]=1.[H-].[Al+3].[Li+].[H-].[H-].[H-].[Cl-].[NH4+].[CH2:31]([Si](C)(C)C)[CH:32]=[CH2:33]. (7) Given the product [CH3:1][C:2]1([CH3:14])[CH2:3][CH2:4][CH:5]([CH2:8][CH2:9][OH:10])[CH2:6][CH2:7]1, predict the reactants needed to synthesize it. The reactants are: [CH3:1][C:2]1([CH3:14])[CH2:7][CH2:6][CH:5]([CH2:8][C:9](OCC)=[O:10])[CH2:4][CH2:3]1.[H-].[Al+3].[Li+].[H-].[H-].[H-].Cl. (8) Given the product [Br:1][C:2]1[CH:3]=[C:4]([Cl:13])[C:5]([C:8]([F:12])([F:11])[CH2:9][NH:10][C:18](=[O:19])[C:17]2[CH:21]=[CH:22][CH:23]=[CH:24][C:16]=2[C:15]([F:14])([F:25])[F:26])=[N:6][CH:7]=1, predict the reactants needed to synthesize it. The reactants are: [Br:1][C:2]1[CH:3]=[C:4]([Cl:13])[C:5]([C:8]([F:12])([F:11])[CH2:9][NH2:10])=[N:6][CH:7]=1.[F:14][C:15]([F:26])([F:25])[C:16]1[CH:24]=[CH:23][CH:22]=[CH:21][C:17]=1[C:18](Cl)=[O:19].